Dataset: Catalyst prediction with 721,799 reactions and 888 catalyst types from USPTO. Task: Predict which catalyst facilitates the given reaction. (1) Reactant: Br[C:2]1[CH:7]=[CH:6][C:5]([Br:8])=[CH:4][N:3]=1.[Cl:9][C:10]1[CH:17]=[C:16]([N:18]2[C:22]([CH3:23])=[C:21]([CH:24]=[O:25])[C:20]([CH3:26])=[N:19]2)[CH:15]=[CH:14][C:11]=1[C:12]#[N:13]. Product: [Br:8][C:5]1[CH:6]=[CH:7][C:2]([CH:24]([OH:25])[C:21]2[C:20]([CH3:26])=[N:19][N:18]([C:16]3[CH:15]=[CH:14][C:11]([C:12]#[N:13])=[C:10]([Cl:9])[CH:17]=3)[C:22]=2[CH3:23])=[N:3][CH:4]=1. The catalyst class is: 11. (2) Reactant: [CH2:1]([O:3][C:4](=[O:16])[CH2:5][O:6][C:7]1[CH:12]=[CH:11][C:10]([NH:13][CH3:14])=[CH:9][C:8]=1[CH3:15])[CH3:2].Cl[CH2:18][C:19]1[S:23][C:22]([C:24]2[CH:29]=[CH:28][C:27]([C:30]([F:33])([F:32])[F:31])=[CH:26][CH:25]=2)=[N:21][C:20]=1[CH3:34].[Na+].[I-].[H-].[Na+]. Product: [CH2:1]([O:3][C:4](=[O:16])[CH2:5][O:6][C:7]1[CH:12]=[CH:11][C:10]([N:13]([CH3:14])[CH2:18][C:19]2[S:23][C:22]([C:24]3[CH:29]=[CH:28][C:27]([C:30]([F:33])([F:32])[F:31])=[CH:26][CH:25]=3)=[N:21][C:20]=2[CH3:34])=[CH:9][C:8]=1[CH3:15])[CH3:2]. The catalyst class is: 215. (3) Reactant: [CH3:1][N:2]1[C:6]2[CH:7]=[CH:8][C:9]([C:11]3[CH2:17][C@H:16]4[N:13]([C:14](=[O:25])[C@@H:15]4[C@H:18]([O:20][Si](C)(C)C)[CH3:19])[C:12]=3[C:26]([O:28][CH2:29][CH:30]=[CH2:31])=[O:27])=[CH:10][C:5]=2[O:4][C:3]1=[O:32].O.Cl.C(=O)([O-])O.[Na+]. Product: [OH:20][C@@H:18]([C@H:15]1[C:14](=[O:25])[N:13]2[C@@H:16]1[CH2:17][C:11]([C:9]1[CH:8]=[CH:7][C:6]3[N:2]([CH3:1])[C:3](=[O:32])[O:4][C:5]=3[CH:10]=1)=[C:12]2[C:26]([O:28][CH2:29][CH:30]=[CH2:31])=[O:27])[CH3:19]. The catalyst class is: 220. (4) Reactant: [NH2:1][CH2:2][CH2:3][NH:4][C:5]1[N:14]=[C:13]([N:15]([C:17]2[CH:22]=[CH:21][C:20]([O:23][CH3:24])=[CH:19][CH:18]=2)[CH3:16])[C:12]2[C:7](=[CH:8][CH:9]=[CH:10][CH:11]=2)[N:6]=1.[C:25]([NH:32][CH2:33][C:34](O)=[O:35])([O:27][C:28]([CH3:31])([CH3:30])[CH3:29])=[O:26].CCN=C=NCCCN(C)C.C1C=CC2N(O)N=NC=2C=1.CCN(CC)CC. Product: [C:28]([O:27][C:25](=[O:26])[NH:32][CH2:33][C:34](=[O:35])[NH:1][CH2:2][CH2:3][NH:4][C:5]1[N:14]=[C:13]([N:15]([C:17]2[CH:18]=[CH:19][C:20]([O:23][CH3:24])=[CH:21][CH:22]=2)[CH3:16])[C:12]2[C:7](=[CH:8][CH:9]=[CH:10][CH:11]=2)[N:6]=1)([CH3:31])([CH3:29])[CH3:30]. The catalyst class is: 1. (5) Reactant: [CH3:1][C:2]1[O:6][C:5]([C@H:7]([NH2:13])[C:8]2([CH3:12])[CH2:11][O:10][CH2:9]2)=[CH:4][CH:3]=1.[OH:14][C:15]1[C:29]([NH:30][C:31]2[C:34](=O)[C:33](=[O:36])[C:32]=2[O:37]C)=[CH:28][CH:27]=[CH:26][C:16]=1[C:17]([CH2:19][NH:20][CH2:21][C:22]([O:24][CH3:25])=[O:23])=[O:18]. Product: [OH:14][C:15]1[C:29]([NH:30][C:31]2[C:32](=[O:37])[C:33](=[O:36])[C:34]=2[NH:13][C@@H:7]([C:5]2[O:6][C:2]([CH3:1])=[CH:3][CH:4]=2)[C:8]2([CH3:12])[CH2:9][O:10][CH2:11]2)=[CH:28][CH:27]=[CH:26][C:16]=1[C:17]([CH2:19][NH:20][CH2:21][C:22]([O:24][CH3:25])=[O:23])=[O:18]. The catalyst class is: 5. (6) Reactant: Br[C:2]1[CH:3]=[CH:4][C:5]2[NH:6][C:7]3[C:12]([C:13]=2[CH:14]=1)=[CH:11][C:10](Br)=[CH:9][CH:8]=3.B(O)O.C(=O)([O-])[O-].[K+].[K+].O1[CH2:30][CH2:29]OCC1.O. Product: [C:29]1([CH3:30])[CH:5]=[CH:4][CH:3]=[CH:2][C:14]=1[C:2]1[CH:3]=[CH:4][C:5]2[NH:6][C:7]3[C:12]([C:13]=2[CH:14]=1)=[CH:11][C:10]([C:7]1[CH:8]=[CH:9][CH:10]=[CH:11][C:12]=1[CH3:13])=[CH:9][CH:8]=3. The catalyst class is: 73. (7) Product: [Si:53]([O:52][C@H:40]1[C@H:41]([NH:44][C:45](=[O:51])[O:46][C:47]([CH3:50])([CH3:49])[CH3:48])[CH2:42][CH2:43][N:38]([C:32]2[CH:33]=[C:34]([C:36]#[N:37])[CH:35]=[C:30]([NH:29][C:7]3[N:6]=[C:5]([N:4]([CH:1]4[CH2:3][CH2:2]4)[CH2:20][C:21]4[CH:26]=[CH:25][C:24]([O:27][CH3:28])=[CH:23][CH:22]=4)[C:10]4=[N:11][CH:12]=[C:13]([C:14]#[N:15])[N:9]4[N:8]=3)[C:31]=2[Cl:60])[CH2:39]1)([C:56]([CH3:57])([CH3:58])[CH3:59])([CH3:55])[CH3:54]. Reactant: [CH:1]1([N:4]([CH2:20][C:21]2[CH:26]=[CH:25][C:24]([O:27][CH3:28])=[CH:23][CH:22]=2)[C:5]2[C:10]3=[N:11][CH:12]=[C:13]([C:14]#[N:15])[N:9]3[N:8]=[C:7](S(C)(=O)=O)[N:6]=2)[CH2:3][CH2:2]1.[NH2:29][C:30]1[C:31]([Cl:60])=[C:32]([N:38]2[CH2:43][CH2:42][C@@H:41]([NH:44][C:45](=[O:51])[O:46][C:47]([CH3:50])([CH3:49])[CH3:48])[C@H:40]([O:52][Si:53]([C:56]([CH3:59])([CH3:58])[CH3:57])([CH3:55])[CH3:54])[CH2:39]2)[CH:33]=[C:34]([C:36]#[N:37])[CH:35]=1.C(=O)([O-])[O-].[Cs+].[Cs+]. The catalyst class is: 39. (8) Reactant: [CH3:1][C:2]1[C:7]([O:8][CH3:9])=[C:6]([CH3:10])[C:5]([CH2:11][S:12]([C:14]2[N-:18][C:17]3[CH:19]=[CH:20][C:21]([O:23][CH3:24])=[CH:22][C:16]=3[N:15]=2)=[O:13])=[N:4][CH:3]=1.[CH3:25][C:26]1[C:31]([O:32][CH3:33])=[C:30]([CH3:34])[C:29]([CH2:35][S:36]([C:38]2[N-:42][C:41]3[CH:43]=[CH:44][C:45]([O:47][CH3:48])=[CH:46][C:40]=3[N:39]=2)=[O:37])=[N:28][CH:27]=1.O.O.O.[Mg+2:52]. Product: [CH3:1][C:2]1[CH:3]=[N:4][C:5]([CH2:11][S+:12]([O-:13])[C:14]2[N-:18][C:17]3[CH:19]=[CH:20][C:21]([O:23][CH3:24])=[CH:22][C:16]=3[N:15]=2)=[C:6]([CH3:10])[C:7]=1[O:8][CH3:9].[CH3:25][C:26]1[CH:27]=[N:28][C:29]([CH2:35][S+:36]([O-:37])[C:38]2[N-:42][C:41]3[CH:43]=[CH:44][C:45]([O:47][CH3:48])=[CH:46][C:40]=3[N:39]=2)=[C:30]([CH3:34])[C:31]=1[O:32][CH3:33].[Mg+2:52]. The catalyst class is: 5.